This data is from NCI-60 drug combinations with 297,098 pairs across 59 cell lines. The task is: Regression. Given two drug SMILES strings and cell line genomic features, predict the synergy score measuring deviation from expected non-interaction effect. (1) Drug 1: C1CCN(CC1)CCOC2=CC=C(C=C2)C(=O)C3=C(SC4=C3C=CC(=C4)O)C5=CC=C(C=C5)O. Drug 2: CCC1(CC2CC(C3=C(CCN(C2)C1)C4=CC=CC=C4N3)(C5=C(C=C6C(=C5)C78CCN9C7C(C=CC9)(C(C(C8N6C=O)(C(=O)OC)O)OC(=O)C)CC)OC)C(=O)OC)O.OS(=O)(=O)O. Cell line: UO-31. Synergy scores: CSS=-0.820, Synergy_ZIP=-1.38, Synergy_Bliss=-2.83, Synergy_Loewe=-3.62, Synergy_HSA=-3.57. (2) Drug 1: C1=CC(=CC=C1CCC2=CNC3=C2C(=O)NC(=N3)N)C(=O)NC(CCC(=O)O)C(=O)O. Drug 2: C1C(C(OC1N2C=C(C(=O)NC2=O)F)CO)O. Cell line: TK-10. Synergy scores: CSS=73.0, Synergy_ZIP=4.45, Synergy_Bliss=2.89, Synergy_Loewe=6.13, Synergy_HSA=9.31. (3) Drug 1: COC1=CC(=CC(=C1O)OC)C2C3C(COC3=O)C(C4=CC5=C(C=C24)OCO5)OC6C(C(C7C(O6)COC(O7)C8=CC=CS8)O)O. Drug 2: CC1CCCC2(C(O2)CC(NC(=O)CC(C(C(=O)C(C1O)C)(C)C)O)C(=CC3=CSC(=N3)C)C)C. Cell line: SW-620. Synergy scores: CSS=32.7, Synergy_ZIP=-2.03, Synergy_Bliss=-0.871, Synergy_Loewe=-1.46, Synergy_HSA=-1.32. (4) Drug 1: C1CN1C2=NC(=NC(=N2)N3CC3)N4CC4. Drug 2: CC1C(C(CC(O1)OC2CC(CC3=C2C(=C4C(=C3O)C(=O)C5=CC=CC=C5C4=O)O)(C(=O)C)O)N)O. Cell line: RPMI-8226. Synergy scores: CSS=46.0, Synergy_ZIP=0.332, Synergy_Bliss=3.51, Synergy_Loewe=-10.3, Synergy_HSA=5.05. (5) Drug 1: C1=NC2=C(N1)C(=S)N=C(N2)N. Drug 2: CC1C(C(CC(O1)OC2CC(CC3=C2C(=C4C(=C3O)C(=O)C5=C(C4=O)C(=CC=C5)OC)O)(C(=O)CO)O)N)O.Cl. Cell line: UO-31. Synergy scores: CSS=59.0, Synergy_ZIP=-5.33, Synergy_Bliss=-2.42, Synergy_Loewe=-2.69, Synergy_HSA=-1.03. (6) Drug 1: CC12CCC3C(C1CCC2=O)CC(=C)C4=CC(=O)C=CC34C. Drug 2: CC1=C(C(=O)C2=C(C1=O)N3CC4C(C3(C2COC(=O)N)OC)N4)N. Cell line: HOP-62. Synergy scores: CSS=58.8, Synergy_ZIP=1.04, Synergy_Bliss=0.851, Synergy_Loewe=1.88, Synergy_HSA=4.22. (7) Drug 1: CC1=C(C(CCC1)(C)C)C=CC(=CC=CC(=CC(=O)O)C)C. Drug 2: CC1C(C(CC(O1)OC2CC(OC(C2O)C)OC3=CC4=CC5=C(C(=O)C(C(C5)C(C(=O)C(C(C)O)O)OC)OC6CC(C(C(O6)C)O)OC7CC(C(C(O7)C)O)OC8CC(C(C(O8)C)O)(C)O)C(=C4C(=C3C)O)O)O)O. Cell line: SN12C. Synergy scores: CSS=51.3, Synergy_ZIP=-0.00225, Synergy_Bliss=4.59, Synergy_Loewe=-13.5, Synergy_HSA=2.68. (8) Drug 1: CC1OCC2C(O1)C(C(C(O2)OC3C4COC(=O)C4C(C5=CC6=C(C=C35)OCO6)C7=CC(=C(C(=C7)OC)O)OC)O)O. Drug 2: CS(=O)(=O)CCNCC1=CC=C(O1)C2=CC3=C(C=C2)N=CN=C3NC4=CC(=C(C=C4)OCC5=CC(=CC=C5)F)Cl. Cell line: UACC62. Synergy scores: CSS=51.9, Synergy_ZIP=-1.34, Synergy_Bliss=-1.43, Synergy_Loewe=0.112, Synergy_HSA=2.33. (9) Drug 1: CS(=O)(=O)CCNCC1=CC=C(O1)C2=CC3=C(C=C2)N=CN=C3NC4=CC(=C(C=C4)OCC5=CC(=CC=C5)F)Cl. Drug 2: C1CN(P(=O)(OC1)NCCCl)CCCl. Cell line: DU-145. Synergy scores: CSS=0.160, Synergy_ZIP=1.99, Synergy_Bliss=3.66, Synergy_Loewe=2.47, Synergy_HSA=0.353. (10) Drug 1: CS(=O)(=O)CCNCC1=CC=C(O1)C2=CC3=C(C=C2)N=CN=C3NC4=CC(=C(C=C4)OCC5=CC(=CC=C5)F)Cl. Drug 2: CNC(=O)C1=NC=CC(=C1)OC2=CC=C(C=C2)NC(=O)NC3=CC(=C(C=C3)Cl)C(F)(F)F. Cell line: M14. Synergy scores: CSS=0.245, Synergy_ZIP=-0.246, Synergy_Bliss=0.653, Synergy_Loewe=-1.60, Synergy_HSA=-0.534.